This data is from Catalyst prediction with 721,799 reactions and 888 catalyst types from USPTO. The task is: Predict which catalyst facilitates the given reaction. (1) Reactant: [F:1][C:2]1[C:27]([F:28])=[CH:26][CH:25]=[CH:24][C:3]=1[CH2:4][S:5][C:6]1[N:11]=[C:10]([NH:12][S:13]([N:16]2[CH2:19][C:18](O)([CH3:20])[CH2:17]2)(=[O:15])=[O:14])[CH:9]=[C:8]([O:22][CH3:23])[N:7]=1.[CH:29]([N:32](C(C)C)CC)(C)C.CS(Cl)(=O)=O.CN. Product: [F:1][C:2]1[C:27]([F:28])=[CH:26][CH:25]=[CH:24][C:3]=1[CH2:4][S:5][C:6]1[N:11]=[C:10]([NH:12][S:13]([N:16]2[CH2:19][C:18]([CH3:20])([NH:32][CH3:29])[CH2:17]2)(=[O:15])=[O:14])[CH:9]=[C:8]([O:22][CH3:23])[N:7]=1. The catalyst class is: 219. (2) Reactant: [O-][Si]([O-])=O.[O-][Si]([O-])=O.[Na+].[Al+3].P(C(C)(C)C)(C(C)(C)C)C(C)(C)C.Br[C:25]1[CH:30]=[CH:29][C:28]([N:31]([C:38]2[CH:43]=[CH:42][CH:41]=[CH:40][CH:39]=2)[C:32]2[CH:37]=[CH:36][CH:35]=[CH:34][CH:33]=2)=[CH:27][CH:26]=1.[NH2:44][C:45]1[CH:50]=[CH:49][CH:48]=[CH:47][CH:46]=1. Product: [C:32]1([N:31]([C:38]2[CH:43]=[CH:42][CH:41]=[CH:40][CH:39]=2)[C:28]2[CH:29]=[CH:30][C:25]([NH:44][C:45]3[CH:50]=[CH:49][CH:48]=[CH:47][CH:46]=3)=[CH:26][CH:27]=2)[CH:37]=[CH:36][CH:35]=[CH:34][CH:33]=1. The catalyst class is: 187. (3) Reactant: [C:1]([CH:6]=P(C1C=CC=CC=1)(C1C=CC=CC=1)C1C=CC=CC=1)([O:3][CH2:4][CH3:5])=[O:2].[F:26][C:27]1[C:32]([F:33])=[CH:31][CH:30]=[CH:29][C:28]=1[C@@H:34]1[CH2:44][CH2:43][C:42](=O)[C:37]2=[N:38][CH:39]=[CH:40][CH:41]=[C:36]2[C@H:35]1[NH:46][C:47](=[O:53])[O:48][C:49]([CH3:52])([CH3:51])[CH3:50]. Product: [C:49]([O:48][C:47]([NH:46][C@@H:35]1[C:36]2[C:37](=[N:38][CH:39]=[CH:40][CH:41]=2)/[C:42](=[CH:6]/[C:1]([O:3][CH2:4][CH3:5])=[O:2])/[CH2:43][CH2:44][C@H:34]1[C:28]1[CH:29]=[CH:30][CH:31]=[C:32]([F:33])[C:27]=1[F:26])=[O:53])([CH3:51])([CH3:52])[CH3:50]. The catalyst class is: 11. (4) Product: [CH3:9][O:10][C:11](=[O:19])[C:12]1[CH:17]=[C:16]([Br:8])[CH:15]=[N:14][C:13]=1[OH:18]. The catalyst class is: 2. Reactant: C1C(=O)N([Br:8])C(=O)C1.[CH3:9][O:10][C:11](=[O:19])[C:12]1[CH:17]=[CH:16][CH:15]=[N:14][C:13]=1[OH:18]. (5) Reactant: C([O:3][C:4]([C:6]1[N:7]([CH3:37])[N:8]=[C:9]([C:12]2[CH:17]=[CH:16][C:15]([O:18][CH2:19][C:20]3[C:25]([N:26]4[C:30](=[O:31])[N:29]([CH3:32])[N:28]=[N:27]4)=[CH:24][CH:23]=[CH:22][C:21]=3[CH:33]3[CH2:35][CH2:34]3)=[C:14]([CH3:36])[CH:13]=2)[C:10]=1[CH3:11])=[O:5])C.O1CCCC1.CO.[OH-].[Li+]. Product: [CH:33]1([C:21]2[CH:22]=[CH:23][CH:24]=[C:25]([N:26]3[C:30](=[O:31])[N:29]([CH3:32])[N:28]=[N:27]3)[C:20]=2[CH2:19][O:18][C:15]2[CH:16]=[CH:17][C:12]([C:9]3[C:10]([CH3:11])=[C:6]([C:4]([OH:5])=[O:3])[N:7]([CH3:37])[N:8]=3)=[CH:13][C:14]=2[CH3:36])[CH2:35][CH2:34]1. The catalyst class is: 6. (6) Reactant: N1C=CC=CC=1.[Si:7](Cl)([C:10]([CH3:13])([CH3:12])[CH3:11])([CH3:9])[CH3:8].[CH2:15]([C:18]1([OH:24])[CH2:23][CH2:22][CH2:21][CH2:20][CH2:19]1)[CH:16]=[CH2:17].O([Si](C(C)(C)C)(C)C)S(C(F)(F)F)(=O)=O. Product: [CH2:15]([C:18]1([O:24][Si:7]([C:10]([CH3:13])([CH3:12])[CH3:11])([CH3:9])[CH3:8])[CH2:23][CH2:22][CH2:21][CH2:20][CH2:19]1)[CH:16]=[CH2:17]. The catalyst class is: 594. (7) Reactant: [Cl:1][C:2]1[C:7](Cl)=[CH:6][N:5]=[CH:4][C:3]=1[CH:9]=[O:10].[Br:11]C1C=NC=CC=1Cl. Product: [Br:11][C:7]1[C:2]([Cl:1])=[C:3]([CH:9]=[O:10])[CH:4]=[N:5][CH:6]=1. The catalyst class is: 3. (8) Reactant: [Cl:1][C:2]1[CH:35]=[CH:34][C:5]([CH2:6][CH2:7][NH:8][C:9]([C:11]2[CH:33]=[CH:32][C:14]([O:15][C:16]3[CH:21]=[CH:20][C:19]([CH2:22][C:23]([O:25]CCCC)=[O:24])=[CH:18][C:17]=3[C:30]#[N:31])=[CH:13][CH:12]=2)=[O:10])=[CH:4][CH:3]=1.[H][H]. Product: [Cl:1][C:2]1[CH:3]=[CH:4][C:5]([CH2:6][CH2:7][NH:8][C:9]([C:11]2[CH:33]=[CH:32][C:14]([O:15][C:16]3[CH:21]=[CH:20][C:19]([CH2:22][C:23]([O:25][C:5]([CH3:34])([CH3:6])[CH3:4])=[O:24])=[CH:18][C:17]=3[CH2:30][NH2:31])=[CH:13][CH:12]=2)=[O:10])=[CH:34][CH:35]=1. The catalyst class is: 834. (9) Reactant: [Cl:1][C:2]1[CH:17]=[CH:16][C:15]([N+:18]([O-:20])=[O:19])=[CH:14][C:3]=1[C:4]([NH:6][C:7]1[CH:12]=[CH:11][CH:10]=[CH:9][C:8]=1[OH:13])=O.O.C1(C)C=CC(S(O)(=O)=O)=CC=1. Product: [Cl:1][C:2]1[CH:17]=[CH:16][C:15]([N+:18]([O-:20])=[O:19])=[CH:14][C:3]=1[C:4]1[O:13][C:8]2[CH:9]=[CH:10][CH:11]=[CH:12][C:7]=2[N:6]=1. The catalyst class is: 113.